From a dataset of Full USPTO retrosynthesis dataset with 1.9M reactions from patents (1976-2016). Predict the reactants needed to synthesize the given product. (1) Given the product [CH2:1]([O:3][C:4]([C:6]1[C:11]([NH:12][C:13]2[CH:18]=[CH:17][C:16]([C:23]#[CH:24])=[CH:15][C:14]=2[F:20])=[CH:10][C:9](=[O:21])[N:8]([CH3:22])[CH:7]=1)=[O:5])[CH3:2], predict the reactants needed to synthesize it. The reactants are: [CH2:1]([O:3][C:4]([C:6]1[C:11]([NH:12][C:13]2[CH:18]=[CH:17][C:16](I)=[CH:15][C:14]=2[F:20])=[CH:10][C:9](=[O:21])[N:8]([CH3:22])[CH:7]=1)=[O:5])[CH3:2].[C:23]([Si](C)(C)C)#[CH:24].[F-].C([N+](CCCC)(CCCC)CCCC)CCC. (2) The reactants are: Br[CH2:2][C:3]1[CH:4]=[N:5][C:6]([C:9]2[CH:14]=[CH:13][CH:12]=[CH:11][CH:10]=2)=[N:7][CH:8]=1.[N:15]1[CH:20]=[CH:19][C:18](B(O)O)=[CH:17][CH:16]=1. Given the product [C:9]1([C:6]2[N:5]=[CH:4][C:3]([CH2:2][C:18]3[CH:19]=[CH:20][N:15]=[CH:16][CH:17]=3)=[CH:8][N:7]=2)[CH:14]=[CH:13][CH:12]=[CH:11][CH:10]=1, predict the reactants needed to synthesize it. (3) Given the product [CH3:3][N:4]([CH3:1])[CH2:5][C:15]1[C:14]2[C:9](=[CH:10][CH:11]=[CH:12][C:13]=2[N+:16]([O-:18])=[O:17])[NH:8][C:7]=1[CH3:6], predict the reactants needed to synthesize it. The reactants are: [CH2:1]=O.[CH3:3][NH:4][CH3:5].[CH3:6][C:7]1[NH:8][C:9]2[C:14]([CH:15]=1)=[C:13]([N+:16]([O-:18])=[O:17])[CH:12]=[CH:11][CH:10]=2.[OH-].[Na+]. (4) Given the product [F:9][C:10]1[CH:17]=[CH:16][C:13]([CH2:14][NH:15][C:34](=[O:35])[C:33]2[CH:38]=[CH:39][N:40]=[C:31]([N:20]3[CH2:21][CH2:22][N:23]([CH2:24][C:25]4[CH:30]=[CH:29][N:28]=[CH:27][CH:26]=4)[C:19]3=[O:18])[CH:32]=2)=[CH:12][CH:11]=1, predict the reactants needed to synthesize it. The reactants are: C(N)C1C=CC=CC=1.[F:9][C:10]1[CH:17]=[CH:16][C:13]([CH2:14][NH2:15])=[CH:12][CH:11]=1.[O:18]=[C:19]1[N:23]([CH2:24][C:25]2[CH:30]=[CH:29][N:28]=[CH:27][CH:26]=2)[CH2:22][CH2:21][N:20]1[C:31]1[CH:32]=[C:33]([CH:38]=[CH:39][N:40]=1)[C:34](OC)=[O:35].